From a dataset of NCI-60 drug combinations with 297,098 pairs across 59 cell lines. Regression. Given two drug SMILES strings and cell line genomic features, predict the synergy score measuring deviation from expected non-interaction effect. Drug 1: CN1CCC(CC1)COC2=C(C=C3C(=C2)N=CN=C3NC4=C(C=C(C=C4)Br)F)OC. Drug 2: C1=NNC2=C1C(=O)NC=N2. Synergy scores: CSS=3.16, Synergy_ZIP=0.886, Synergy_Bliss=3.48, Synergy_Loewe=0.179, Synergy_HSA=2.57. Cell line: HCT116.